Dataset: Full USPTO retrosynthesis dataset with 1.9M reactions from patents (1976-2016). Task: Predict the reactants needed to synthesize the given product. (1) Given the product [OH:1][C:2]1[CH:3]=[C:4]([CH:8]([C:13]([CH3:15])=[CH2:14])[CH2:9][C:10]([O:12][CH3:17])=[O:11])[CH:5]=[CH:6][CH:7]=1, predict the reactants needed to synthesize it. The reactants are: [OH:1][C:2]1[CH:3]=[C:4]([CH:8]([C:13]([CH3:15])=[CH2:14])[CH2:9][C:10]([OH:12])=[O:11])[CH:5]=[CH:6][CH:7]=1.O[C:17]1C=C(C(CC=C)CC(OC)=O)C=CC=1. (2) Given the product [Cl:1][C:2]1[C:3]([C:8]2[CH:9]=[C:10]3[C:11](=[C:13]([O:15][C:16]4[CH:17]=[CH:18][C:19]([S:22]([CH3:25])(=[O:24])=[O:23])=[CH:20][CH:21]=4)[CH:14]=2)[NH:12][N:39]=[CH:26]3)=[N:4][CH:5]=[CH:6][CH:7]=1, predict the reactants needed to synthesize it. The reactants are: [Cl:1][C:2]1[C:3]([C:8]2[CH:14]=[C:13]([O:15][C:16]3[CH:21]=[CH:20][C:19]([S:22]([CH3:25])(=[O:24])=[O:23])=[CH:18][CH:17]=3)[C:11]([NH2:12])=[C:10]([CH3:26])[CH:9]=2)=[N:4][CH:5]=[CH:6][CH:7]=1.C([O-])(=O)C.[K+].C(OC(=O)C)(=O)C.[N:39](OCCC(C)C)=O.C(=O)([O-])[O-].[K+].[K+]. (3) Given the product [C:46]([N:43]1[CH2:42][CH2:41][CH:40]([O:39][C:38]2[C:31]3[C:32](=[N:33][CH:34]=[CH:35][C:30]=3[O:29][C:28]3[CH:62]=[CH:63][C:64]([NH:66][C:67]([C:69]4[C:70](=[O:82])[N:71]([C:75]5[CH:76]=[CH:77][C:78]([F:81])=[CH:79][CH:80]=5)[N:72]=[CH:73][CH:74]=4)=[O:68])=[CH:65][C:27]=3[F:26])[N:36]([CH2:53][C:54]3[CH:55]=[CH:56][C:57]([O:60][CH3:61])=[CH:58][CH:59]=3)[N:37]=2)[CH2:45][CH2:44]1)(=[O:47])[CH3:1], predict the reactants needed to synthesize it. The reactants are: [C:1](O)(=O)C.CCN=C=NCCCN(C)C.C1C=CC2N(O)N=NC=2C=1.[F:26][C:27]1[CH:65]=[C:64]([NH:66][C:67]([C:69]2[C:70](=[O:82])[N:71]([C:75]3[CH:80]=[CH:79][C:78]([F:81])=[CH:77][CH:76]=3)[N:72]=[CH:73][CH:74]=2)=[O:68])[CH:63]=[CH:62][C:28]=1[O:29][C:30]1[CH:35]=[CH:34][N:33]=[C:32]2[N:36]([CH2:53][C:54]3[CH:59]=[CH:58][C:57]([O:60][CH3:61])=[CH:56][CH:55]=3)[N:37]=[C:38]([O:39][CH:40]3[CH2:45][CH2:44][N:43]([C:46](OC(C)(C)C)=[O:47])[CH2:42][CH2:41]3)[C:31]=12.CCN(CC)CC. (4) Given the product [C:1]([C:5]1[CH:6]=[C:7]2[C:12](=[C:13]([F:15])[CH:14]=1)[C:11](=[O:16])[N:10]([C:17]1[N:24]=[CH:23][CH:22]=[C:21]([C:31]3[CH:30]=[C:29]([NH:42][C:43]4[CH:47]=[CH:46][N:45]([CH3:48])[N:44]=4)[C:28](=[O:49])[N:27]([CH3:26])[CH:32]=3)[C:18]=1[CH:19]=[O:20])[N:9]=[CH:8]2)([CH3:4])([CH3:3])[CH3:2], predict the reactants needed to synthesize it. The reactants are: [C:1]([C:5]1[CH:6]=[C:7]2[C:12](=[C:13]([F:15])[CH:14]=1)[C:11](=[O:16])[N:10]([C:17]1[N:24]=[CH:23][CH:22]=[C:21](Cl)[C:18]=1[CH:19]=[O:20])[N:9]=[CH:8]2)([CH3:4])([CH3:3])[CH3:2].[CH3:26][N:27]1[CH:32]=[C:31](B2OC(C)(C)C(C)(C)O2)[CH:30]=[C:29]([NH:42][C:43]2[CH:47]=[CH:46][N:45]([CH3:48])[N:44]=2)[C:28]1=[O:49].[O-]P([O-])([O-])=O.[K+].[K+].[K+].C([O-])(=O)C.[Na+]. (5) Given the product [O:7]=[C:8]1[CH2:13][CH2:12][CH2:11][CH:10]([C:14]([OH:16])=[O:15])[CH2:9]1, predict the reactants needed to synthesize it. The reactants are: S(=O)(=O)(O)O.O.[OH:7][CH:8]1[CH2:13][CH2:12][CH2:11][CH:10]([C:14]([OH:16])=[O:15])[CH2:9]1.CC(C)=O.OS(O)(=O)=O.O=[Cr](=O)=O.